This data is from CYP2C19 inhibition data for predicting drug metabolism from PubChem BioAssay. The task is: Regression/Classification. Given a drug SMILES string, predict its absorption, distribution, metabolism, or excretion properties. Task type varies by dataset: regression for continuous measurements (e.g., permeability, clearance, half-life) or binary classification for categorical outcomes (e.g., BBB penetration, CYP inhibition). Dataset: cyp2c19_veith. (1) The result is 0 (non-inhibitor). The compound is COc1cccc(Cn2c(=O)c(-c3ccccc3)nc3cnc(N(C)C)nc32)c1. (2) The drug is CCCCCn1c(CN2CCN(c3cc(Cl)ccc3C)CC2)nc2c1c(=O)[nH]c(=O)n2C. The result is 1 (inhibitor). (3) The molecule is COC[C@H]1OC(=O)c2coc3c2[C@@]1(C)C1=C(C3=O)[C@H]2CCC(=O)[C@@]2(C)C[C@H]1OC(C)=O. The result is 0 (non-inhibitor). (4) The drug is COCCNC(=O)CCn1nc(-c2ccc(Cl)cc2)ccc1=O. The result is 0 (non-inhibitor).